Dataset: Reaction yield outcomes from USPTO patents with 853,638 reactions. Task: Predict the reaction yield, written as a fraction of the theoretical maximum amount of product (1.0 means a 100% yield; for example, 0.34 means a 34% yield). (1) The reactants are I[C:2]1[C:10]2[O:9][CH:8]=[CH:7][C:6]=2[CH:5]=[C:4]([N+:11]([O-:13])=[O:12])[CH:3]=1.[CH3:14][N:15]([CH3:19])[CH2:16][CH2:17][NH2:18].CC1(C)C2C(=C(P(C3C=CC=CC=3)C3C=CC=CC=3)C=CC=2)OC2C(P(C3C=CC=CC=3)C3C=CC=CC=3)=CC=CC1=2.C([O-])([O-])=O.[Cs+].[Cs+]. The catalyst is C1C=CC(/C=C/C(/C=C/C2C=CC=CC=2)=O)=CC=1.C1C=CC(/C=C/C(/C=C/C2C=CC=CC=2)=O)=CC=1.C1C=CC(/C=C/C(/C=C/C2C=CC=CC=2)=O)=CC=1.[Pd].[Pd].C1(C)C(C)=CC=CC=1. The product is [CH3:14][N:15]([CH3:19])[CH2:16][CH2:17][NH:18][C:2]1[C:10]2[O:9][CH:8]=[CH:7][C:6]=2[CH:5]=[C:4]([N+:11]([O-:13])=[O:12])[CH:3]=1. The yield is 0.440. (2) The catalyst is C1(C)C=CC=CC=1.C(OCC)(=O)C.O. The reactants are [OH:1][C:2]1[CH:10]=[CH:9][CH:8]=[C:4]([C:5]([OH:7])=[O:6])[C:3]=1[NH2:11].[C:12](Cl)(=O)[C:13]1[CH:18]=[CH:17][CH:16]=[CH:15][CH:14]=1.N1C=CC=CC=1.Cl.C1(C)C=CC(S(O)(=O)=O)=CC=1. The product is [C:13]1([C:12]2[O:1][C:2]3[C:3](=[C:4]([C:5]([OH:7])=[O:6])[CH:8]=[CH:9][CH:10]=3)[N:11]=2)[CH:18]=[CH:17][CH:16]=[CH:15][CH:14]=1. The yield is 0.880. (3) The reactants are [Cl:1][C:2]1[CH:7]=[C:6](B(O)O)[C:5]([F:11])=[CH:4][N:3]=1.Cl[C:13]1[CH:18]=[N:17][C:16]([C:19]([F:22])([F:21])[F:20])=[CH:15][N:14]=1.C(=O)([O-])[O-].[K+].[K+].O1CCOCC1. The catalyst is O.C1C=CC(P(C2C=CC=CC=2)[C-]2C=CC=C2)=CC=1.C1C=CC(P(C2C=CC=CC=2)[C-]2C=CC=C2)=CC=1.Cl[Pd]Cl.[Fe+2]. The product is [Cl:1][C:2]1[CH:7]=[C:6]([C:13]2[CH:18]=[N:17][C:16]([C:19]([F:22])([F:21])[F:20])=[CH:15][N:14]=2)[C:5]([F:11])=[CH:4][N:3]=1. The yield is 0.330. (4) The reactants are [C:1]([C:5]1[CH:10]=[C:9](O)[N:8]=[CH:7][N:6]=1)([CH3:4])([CH3:3])[CH3:2].P(Cl)(Cl)([Cl:14])=O. No catalyst specified. The product is [C:1]([C:5]1[CH:10]=[C:9]([Cl:14])[N:8]=[CH:7][N:6]=1)([CH3:4])([CH3:3])[CH3:2]. The yield is 0.780. (5) The reactants are [Br:1][C:2]1[C:3](F)=[C:4]2[C:10]([NH:11][C:12](=[O:16])[CH:13]([CH3:15])[CH3:14])=[CH:9][NH:8][C:5]2=[N:6][CH:7]=1.C(OC(=O)[NH:27][C@H:28]1[C@@H:33]([F:34])[CH2:32][CH2:31][NH:30][CH2:29]1)C1C=CC=CC=1.CCN(C(C)C)C(C)C.[Si](I)(C)(C)C.C(Cl)[Cl:51]. The catalyst is CCCCO. The product is [ClH:51].[NH2:27][C@H:28]1[C@@H:33]([F:34])[CH2:32][CH2:31][N:30]([C:3]2[C:2]([Br:1])=[CH:7][N:6]=[C:5]3[NH:8][CH:9]=[C:10]([NH:11][C:12](=[O:16])[CH:13]([CH3:15])[CH3:14])[C:4]=23)[CH2:29]1. The yield is 0.210. (6) The reactants are [NH2:1][C:2]1[CH:3]=[C:4]([CH:11]=[CH:12][C:13]=1[CH3:14])[C:5]([NH:7][CH:8]1[CH2:10][CH2:9]1)=[O:6].[C:15]1([CH3:25])[CH:20]=[CH:19]C(S(O)(=O)=O)=[CH:17][CH:16]=1.N[CH:27]([C:30]#[N:31])[C:28]#[N:29].[C:32]([O-:35])(=O)[CH3:33].[Na+].[OH-].[Na+]. The catalyst is C(OCC)(OCC)OCC.O. The product is [NH2:31][C:30]1[N:1]([C:2]2[CH:3]=[C:4]([CH:11]=[CH:12][C:13]=2[CH3:14])[C:5]([NH:7][CH:8]2[CH2:9][CH2:10]2)=[O:6])[N:29]=[CH:28][C:27]=1[C:32](=[O:35])[C:33]1[CH:19]=[CH:20][C:15]([CH3:25])=[CH:16][CH:17]=1. The yield is 0.300. (7) The reactants are [CH2:1]([N:3]1[CH:11]=[C:10]2[C:5]([CH:6]=[C:7]([C:23](O)=[O:24])[CH:8]=[C:9]2[O:12][C:13]2[CH:18]=[CH:17][C:16]([S:19]([CH3:22])(=[O:21])=[O:20])=[CH:15][CH:14]=2)=[N:4]1)[CH3:2].[NH2:26][C:27]1[S:28]C=[CH:30][N:31]=1.F[B-](F)(F)F.[N:37]1(OC(N(C)C)=[N+](C)C)C2C=CC=CC=2N=N1.C(N(CC)CC)C. The catalyst is CN(C)C=O. The product is [CH2:1]([N:3]1[CH:11]=[C:10]2[C:5]([CH:6]=[C:7]([C:23]([NH:26][C:27]3[S:28][N:37]=[CH:30][N:31]=3)=[O:24])[CH:8]=[C:9]2[O:12][C:13]2[CH:14]=[CH:15][C:16]([S:19]([CH3:22])(=[O:20])=[O:21])=[CH:17][CH:18]=2)=[N:4]1)[CH3:2]. The yield is 0.200.